Dataset: Reaction yield outcomes from USPTO patents with 853,638 reactions. Task: Predict the reaction yield, written as a fraction of the theoretical maximum amount of product (1.0 means a 100% yield; for example, 0.34 means a 34% yield). The reactants are [CH3:1][O:2][C:3]1[CH:8]=[CH:7][C:6]([C:9]2[CH:10]=[CH:11][C:12](=[O:15])[NH:13][N:14]=2)=[CH:5][CH:4]=1.Br[CH2:17][CH2:18][F:19].[Na+].[I-].C(=O)([O-])[O-].[Cs+].[Cs+]. The catalyst is CC#N. The product is [F:19][CH2:18][CH2:17][N:13]1[C:12](=[O:15])[CH:11]=[CH:10][C:9]([C:6]2[CH:7]=[CH:8][C:3]([O:2][CH3:1])=[CH:4][CH:5]=2)=[N:14]1. The yield is 0.970.